Dataset: Forward reaction prediction with 1.9M reactions from USPTO patents (1976-2016). Task: Predict the product of the given reaction. (1) Given the reactants C([O:8][CH2:9][CH2:10][CH2:11][CH2:12][CH2:13][C:14]([CH2:19][CH2:20][C:21]([F:24])([F:23])[F:22])([C:17]#[N:18])[C:15]#[N:16])C1C=CC=CC=1.[I-].[Na+].O, predict the reaction product. The product is: [OH:8][CH2:9][CH2:10][CH2:11][CH2:12][CH2:13][C:14]([CH2:19][CH2:20][C:21]([F:22])([F:23])[F:24])([C:17]#[N:18])[C:15]#[N:16]. (2) Given the reactants [Si]([O:8][C:9]1[CH:14]=[C:13](O[Si](C(C)(C)C)(C)C)[CH:12]=[CH:11][C:10]=1[C@H:23]1[CH2:28][CH2:27][C@H:26]([NH2:29])[CH2:25][CH2:24]1)(C(C)(C)C)(C)C.C(N(CC)CC)C.[F:37][C:38]([F:43])([F:42])[C:39](O)=[O:40].[OH2:44], predict the reaction product. The product is: [OH:44][C:14]1[C:9]([OH:8])=[C:10]([C@H:23]2[CH2:24][CH2:25][C@H:26]([NH:29][C:39](=[O:40])[C:38]([F:43])([F:42])[F:37])[CH2:27][CH2:28]2)[CH:11]=[CH:12][CH:13]=1. (3) Given the reactants [CH2:1]([O:8][CH2:9][CH:10]1[CH2:15][CH2:14][NH:13][CH2:12][C:11]1([F:17])[F:16])[C:2]1[CH:7]=[CH:6][CH:5]=[CH:4][CH:3]=1.Br[C:19]1[CH:20]=[N:21][CH:22]=[CH:23][C:24]=1[Cl:25].CC1(C)C2C(=C(P(C3C=CC=CC=3)C3C=CC=CC=3)C=CC=2)OC2C(P(C3C=CC=CC=3)C3C=CC=CC=3)=CC=CC1=2.CC(C)([O-])C.[Na+], predict the reaction product. The product is: [CH2:1]([O:8][CH2:9][CH:10]1[CH2:15][CH2:14][N:13]([C:19]2[CH:20]=[N:21][CH:22]=[CH:23][C:24]=2[Cl:25])[CH2:12][C:11]1([F:17])[F:16])[C:2]1[CH:3]=[CH:4][CH:5]=[CH:6][CH:7]=1. (4) Given the reactants [C:1]([O:5][C:6](=[O:27])[CH2:7][N:8]([CH:14]([C:21]1[CH:26]=[CH:25][CH:24]=[CH:23][CH:22]=1)[C:15]1[CH:20]=[CH:19][CH:18]=[CH:17][CH:16]=1)[CH2:9][CH:10](Cl)[CH2:11][CH3:12])([CH3:4])([CH3:3])[CH3:2].C[Si]([N-][Si](C)(C)C)(C)C.[Na+].CC(O)=O, predict the reaction product. The product is: [C:1]([O:5][C:6]([C@H:7]1[C@H:10]([CH2:11][CH3:12])[CH2:9][N:8]1[CH:14]([C:21]1[CH:26]=[CH:25][CH:24]=[CH:23][CH:22]=1)[C:15]1[CH:20]=[CH:19][CH:18]=[CH:17][CH:16]=1)=[O:27])([CH3:4])([CH3:3])[CH3:2].